From a dataset of Full USPTO retrosynthesis dataset with 1.9M reactions from patents (1976-2016). Predict the reactants needed to synthesize the given product. (1) The reactants are: [OH:1][C:2]1[CH:7]=[CH:6][C:5]([NH:8][C:9](=[O:11])[CH3:10])=[CH:4][CH:3]=1.Cl[C:13]1[C:22]2[C:17](=[CH:18][C:19]([O:23][CH3:24])=[CH:20][CH:21]=2)[CH:16]=[C:15]([NH:25][C:26]2[CH:30]=[CH:29][NH:28][N:27]=2)[N:14]=1. Given the product [CH3:24][O:23][C:19]1[CH:18]=[C:17]2[C:22](=[CH:21][CH:20]=1)[C:13]([O:1][C:2]1[CH:3]=[CH:4][C:5]([NH:8][C:9](=[O:11])[CH3:10])=[CH:6][CH:7]=1)=[N:14][C:15]([NH:25][C:26]1[CH:30]=[CH:29][NH:28][N:27]=1)=[CH:16]2, predict the reactants needed to synthesize it. (2) Given the product [CH2:68]([NH:75][C:13]([C:12]1[CH:11]=[CH:10][C:9]([NH:8][C:6](=[O:7])[O:5][C:1]([CH3:2])([CH3:3])[CH3:4])=[CH:17][CH:16]=1)=[O:15])[C:69]1[CH:74]=[CH:73][CH:72]=[CH:71][CH:70]=1, predict the reactants needed to synthesize it. The reactants are: [C:1]([O:5][C:6]([NH:8][C:9]1[CH:17]=[CH:16][C:12]([C:13]([OH:15])=O)=[CH:11][CH:10]=1)=[O:7])([CH3:4])([CH3:3])[CH3:2].C1CN([P+](ON2N=NC3C=CC=CC2=3)(N2CCCC2)N2CCCC2)CC1.F[P-](F)(F)(F)(F)F.C1C=CC2N(O)N=NC=2C=1.CCN(CC)CC.[CH2:68]([NH2:75])[C:69]1[CH:74]=[CH:73][CH:72]=[CH:71][CH:70]=1. (3) Given the product [CH3:17][C:16]1[O:15][N:14]=[C:13]([C:18]2[CH:23]=[CH:22][CH:21]=[CH:20][N:19]=2)[C:12]=1[CH2:11][O:10][C:7]1[CH:8]=[CH:9][C:4]([C:3]([NH:38][CH:37]2[CH2:42][CH2:47][O:39][CH2:40][CH2:36]2)=[O:24])=[CH:5][N:6]=1, predict the reactants needed to synthesize it. The reactants are: CO[C:3](=[O:24])[C:4]1[CH:9]=[CH:8][C:7]([O:10][CH2:11][C:12]2[C:13]([C:18]3[CH:23]=[CH:22][CH:21]=[CH:20][N:19]=3)=[N:14][O:15][C:16]=2[CH3:17])=[N:6][CH:5]=1.COC(=O)C1C=CC(OC[C:36]2[C:37]([C:42]3[CH:47]=CC=CC=3F)=[N:38][O:39][C:40]=2C)=NC=1.NC1CCOCC1. (4) Given the product [ClH:1].[Cl:1][C:2]1[CH:21]=[CH:20][C:5]([O:6][CH:7]2[CH2:12][CH2:11][NH:10][CH2:9][CH2:8]2)=[CH:4][C:3]=1[F:22], predict the reactants needed to synthesize it. The reactants are: [Cl:1][C:2]1[CH:21]=[CH:20][C:5]([O:6][CH:7]2[CH2:12][CH2:11][N:10](C(OC(C)(C)C)=O)[CH2:9][CH2:8]2)=[CH:4][C:3]=1[F:22].Cl. (5) Given the product [OH:33][CH:42]([CH2:40][OH:41])[CH2:17][C:14]1([S:11]([NH:10][C:4]2[C:5]([F:9])=[CH:6][C:7]([F:8])=[C:2]([F:1])[C:3]=2[NH:20][C:21]2[CH:26]=[CH:25][C:24]([I:27])=[CH:23][C:22]=2[F:28])(=[O:13])=[O:12])[CH2:16][CH2:15]1, predict the reactants needed to synthesize it. The reactants are: [F:1][C:2]1[C:3]([NH:20][C:21]2[CH:26]=[CH:25][C:24]([I:27])=[CH:23][C:22]=2[F:28])=[C:4]([NH:10][S:11]([C:14]2([CH2:17]C=C)[CH2:16][CH2:15]2)(=[O:13])=[O:12])[C:5]([F:9])=[CH:6][C:7]=1[F:8].C[N+]1([O-])CC[O:33]CC1.CCO[C:40]([CH3:42])=[O:41]. (6) Given the product [NH2:31][C:29]1[S:30][CH:2]=[C:3]([C:5]2[CH:6]=[C:7]3[C:11](=[CH:12][CH:13]=2)[N:10]([CH3:14])[C:9]2[N:15]([CH3:27])[C:16](=[O:26])[C:17]([C:19]4[CH:24]=[CH:23][C:22]([Cl:25])=[CH:21][CH:20]=4)=[CH:18][C:8]3=2)[N:28]=1, predict the reactants needed to synthesize it. The reactants are: Br[CH2:2][C:3]([C:5]1[CH:6]=[C:7]2[C:11](=[CH:12][CH:13]=1)[N:10]([CH3:14])[C:9]1[N:15]([CH3:27])[C:16](=[O:26])[C:17]([C:19]3[CH:24]=[CH:23][C:22]([Cl:25])=[CH:21][CH:20]=3)=[CH:18][C:8]2=1)=O.[NH2:28][C:29]([NH2:31])=[S:30].